From a dataset of Peptide-MHC class II binding affinity with 134,281 pairs from IEDB. Regression. Given a peptide amino acid sequence and an MHC pseudo amino acid sequence, predict their binding affinity value. This is MHC class II binding data. (1) The peptide sequence is PPVSFHGSDGCWYPM. The MHC is HLA-DQA10201-DQB10402 with pseudo-sequence HLA-DQA10201-DQB10402. The binding affinity (normalized) is 0.402. (2) The peptide sequence is HDKFLANVSTVLTGK. The MHC is DRB1_0401 with pseudo-sequence DRB1_0401. The binding affinity (normalized) is 0.608. (3) The peptide sequence is DQEYHRLIHSLSKTS. The MHC is DRB1_0404 with pseudo-sequence DRB1_0404. The binding affinity (normalized) is 0.460. (4) The MHC is DRB1_0901 with pseudo-sequence DRB1_0901. The peptide sequence is FFIQSFTMSTALKRL. The binding affinity (normalized) is 0.679. (5) The peptide sequence is AFILNGDNLFPKV. The MHC is DRB3_0101 with pseudo-sequence DRB3_0101. The binding affinity (normalized) is 0.739. (6) The peptide sequence is GELQIVDKIQAAFKI. The binding affinity (normalized) is 0.770. The MHC is DRB1_1302 with pseudo-sequence DRB1_1302.